From a dataset of Forward reaction prediction with 1.9M reactions from USPTO patents (1976-2016). Predict the product of the given reaction. (1) Given the reactants [CH3:1][C:2]1[CH:7]=[CH:6][C:5]([CH2:8][NH:9][CH:10]2[CH2:15][CH2:14][N:13]([CH2:16][C:17]3[CH:22]=[CH:21][CH:20]=[CH:19][CH:18]=3)[CH2:12][CH2:11]2)=[CH:4][CH:3]=1.C(N(C(C)C)CC)(C)C.[CH3:32][O:33][C:34]1[CH:39]=[CH:38][C:37]([CH2:40][C:41]([Cl:43])=[O:42])=[CH:36][CH:35]=1.[OH-].[Na+], predict the reaction product. The product is: [ClH:43].[CH3:1][C:2]1[CH:3]=[CH:4][C:5]([CH2:8][N:9]([CH:10]2[CH2:11][CH2:12][N:13]([CH2:16][C:17]3[CH:22]=[CH:21][CH:20]=[CH:19][CH:18]=3)[CH2:14][CH2:15]2)[C:41](=[O:42])[CH2:40][C:37]2[CH:38]=[CH:39][C:34]([O:33][CH3:32])=[CH:35][CH:36]=2)=[CH:6][CH:7]=1.[ClH:43]. (2) Given the reactants Cl[C:2]1[N:3]([C:13]2[CH:18]=[CH:17][CH:16]=[CH:15][CH:14]=2)[C:4]2[C:9]([C:10]=1[CH:11]=[O:12])=[CH:8][CH:7]=[CH:6][CH:5]=2.[NH:19]1[CH:23]=[CH:22][N:21]=[CH:20]1, predict the reaction product. The product is: [N:19]1([C:2]2[N:3]([C:13]3[CH:18]=[CH:17][CH:16]=[CH:15][CH:14]=3)[C:4]3[C:9]([C:10]=2[CH:11]=[O:12])=[CH:8][CH:7]=[CH:6][CH:5]=3)[CH:23]=[CH:22][N:21]=[CH:20]1. (3) Given the reactants [CH2:1]([N:5]1[C:13]2[N:12]=[C:11]([CH:14]=O)[N:10]([CH2:16][CH:17]=[CH2:18])[C:9]=2[C:8](=[O:19])[N:7]([CH3:20])[C:6]1=[O:21])[CH2:2][CH2:3][CH3:4].Cl.[NH2:23]O, predict the reaction product. The product is: [CH2:1]([N:5]1[C:13]2[N:12]=[C:11]([C:14]#[N:23])[N:10]([CH2:16][CH:17]=[CH2:18])[C:9]=2[C:8](=[O:19])[N:7]([CH3:20])[C:6]1=[O:21])[CH2:2][CH2:3][CH3:4]. (4) Given the reactants [NH:1]1[CH:5]=[C:4]([C:6]2[CH:11]=[C:10]([C:12]3[N:13]=[N:14][N:15](CC4C=CC(OC)=CC=4)[C:16]=3[C:17]([F:20])([F:19])[F:18])[CH:9]=[CH:8][N:7]=2)[N:3]=[CH:2]1.[F:30][C:31]1[CH:38]=[CH:37][C:34]([CH2:35]Br)=[CH:33][CH:32]=1.C([O-])([O-])=O.[K+].[K+], predict the reaction product. The product is: [F:30][C:31]1[CH:38]=[CH:37][C:34]([CH2:35][N:1]2[CH:5]=[C:4]([C:6]3[CH:11]=[C:10]([C:12]4[N:13]=[N:14][NH:15][C:16]=4[C:17]([F:19])([F:20])[F:18])[CH:9]=[CH:8][N:7]=3)[N:3]=[CH:2]2)=[CH:33][CH:32]=1.